Dataset: TCR-epitope binding with 47,182 pairs between 192 epitopes and 23,139 TCRs. Task: Binary Classification. Given a T-cell receptor sequence (or CDR3 region) and an epitope sequence, predict whether binding occurs between them. (1) The epitope is QVPLRPMTYK. The TCR CDR3 sequence is CASSGTSGAYNEQFF. Result: 0 (the TCR does not bind to the epitope). (2) The epitope is YIFFASFYY. The TCR CDR3 sequence is CASSSQGSLYF. Result: 1 (the TCR binds to the epitope). (3) The epitope is KTSVDCTMYI. Result: 0 (the TCR does not bind to the epitope). The TCR CDR3 sequence is CASSLTGTFRGYTF.